This data is from Forward reaction prediction with 1.9M reactions from USPTO patents (1976-2016). The task is: Predict the product of the given reaction. (1) Given the reactants [ClH:1].Cl.[NH2:3][C:4]1[C:36]([CH3:37])=[CH:35][C:7]([O:8][C:9]2[CH:10]=[CH:11][C:12]3[N:16]=[C:15]([CH2:17][O:18][C:19]4[CH:32]=[CH:31][C:22]([CH2:23][CH:24]5[S:28][C:27](=[O:29])[NH:26][C:25]5=[O:30])=[CH:21][CH:20]=4)[N:14]([CH3:33])[C:13]=3[CH:34]=2)=[CH:6][C:5]=1[CH3:38], predict the reaction product. The product is: [NH2:3][C:4]1[C:5]([CH3:38])=[CH:6][C:7]([O:8][C:9]2[CH:10]=[CH:11][C:12]3[N:16]=[C:15]([CH2:17][O:18][C:19]4[CH:20]=[CH:21][C:22]([CH2:23][CH:24]5[S:28][C:27](=[O:29])[NH:26][C:25]5=[O:30])=[CH:31][CH:32]=4)[N:14]([CH3:33])[C:13]=3[CH:34]=2)=[CH:35][C:36]=1[CH3:37].[ClH:1]. (2) Given the reactants [C:1]([C:3]1[CH:4]=[CH:5][C:6]2[O:11][CH2:10][C:9](=[O:12])[N:8]([CH2:13][CH2:14][N:15]3[CH2:20][CH2:19][CH:18]([NH:21]C(=O)OC(C)(C)C)[CH2:17][C:16]3=[O:29])[C:7]=2[CH:30]=1)#[N:2].FC(F)(F)C(O)=O.NC1CCN(CCN2C3C=C(OC)C=CC=3COC2=O)CC1, predict the reaction product. The product is: [NH2:21][CH:18]1[CH2:19][CH2:20][N:15]([CH2:14][CH2:13][N:8]2[C:7]3[CH:30]=[C:3]([C:1]#[N:2])[CH:4]=[CH:5][C:6]=3[O:11][CH2:10][C:9]2=[O:12])[C:16](=[O:29])[CH2:17]1. (3) Given the reactants O=S(Cl)[Cl:3].[OH-].[Na+].[NH2:7][C@H:8]([C:19]([OH:21])=[O:20])[CH2:9][C:10]1[C:18]2[C:13](=[CH:14][CH:15]=[CH:16][CH:17]=2)[NH:12][CH:11]=1.[CH:22]1C=C2C(C(O)(O)C(=O)C2=CC=1)=O, predict the reaction product. The product is: [ClH:3].[CH3:22][O:20][C:19](=[O:21])[C@H:8]([CH2:9][C:10]1[C:18]2[C:13](=[CH:14][CH:15]=[CH:16][CH:17]=2)[NH:12][CH:11]=1)[NH2:7]. (4) The product is: [Cl:1][C:2]1[CH:3]=[C:4]([C:32]2[CH:37]=[CH:36][C:35]([C:38]([N:58]3[CH2:59][CH2:60][C:55]([F:61])([F:54])[CH2:56][CH2:57]3)=[O:39])=[CH:34][CH:33]=2)[CH:5]=[CH:6][C:7]=1[CH2:8][C@@H:9]1[CH2:13][CH2:12][N:11]([N:14]2[CH2:15][CH2:16][CH:17]([O:20][Si:21]([CH:25]([CH3:27])[CH3:26])([CH:28]([CH3:29])[CH3:30])[CH:22]([CH3:24])[CH3:23])[CH2:18][CH2:19]2)[C:10]1=[O:31]. Given the reactants [Cl:1][C:2]1[CH:3]=[C:4]([C:32]2[CH:37]=[CH:36][C:35]([C:38](O)=[O:39])=[CH:34][CH:33]=2)[CH:5]=[CH:6][C:7]=1[CH2:8][CH:9]1[CH2:13][CH2:12][N:11]([N:14]2[CH2:19][CH2:18][CH:17]([O:20][Si:21]([CH:28]([CH3:30])[CH3:29])([CH:25]([CH3:27])[CH3:26])[CH:22]([CH3:24])[CH3:23])[CH2:16][CH2:15]2)[C:10]1=[O:31].C(N1C=CN=C1)(N1C=CN=C1)=O.Cl.[F:54][C:55]1([F:61])[CH2:60][CH2:59][NH:58][CH2:57][CH2:56]1.C(N(C(C)C)CC)(C)C, predict the reaction product. (5) Given the reactants C(OC([NH:8][CH2:9][C@H:10]1[CH2:15][CH2:14][C@H:13]([C:16]([NH:18][C@@H:19]([CH2:43][C:44]2[CH:49]=[CH:48][C:47]([C:50]3[CH:55]=[CH:54][C:53]([C:56](=[O:61])[NH:57][CH:58]([CH3:60])[CH3:59])=[CH:52][C:51]=3[CH3:62])=[CH:46][CH:45]=2)[C:20]([NH:22][C:23]2[CH:28]=[CH:27][C:26]([C:29]3[NH:30][C:31]([CH2:34][CH2:35][C:36]([O:38]C(C)(C)C)=[O:37])=[N:32][N:33]=3)=[CH:25][CH:24]=2)=[O:21])=[O:17])[CH2:12][CH2:11]1)=O)(C)(C)C.[ClH:63], predict the reaction product. The product is: [ClH:63].[NH2:8][CH2:9][C@H:10]1[CH2:11][CH2:12][C@H:13]([C:16]([NH:18][C@@H:19]([CH2:43][C:44]2[CH:45]=[CH:46][C:47]([C:50]3[CH:55]=[CH:54][C:53]([C:56](=[O:61])[NH:57][CH:58]([CH3:59])[CH3:60])=[CH:52][C:51]=3[CH3:62])=[CH:48][CH:49]=2)[C:20]([NH:22][C:23]2[CH:28]=[CH:27][C:26]([C:29]3[NH:30][C:31]([CH2:34][CH2:35][C:36]([OH:38])=[O:37])=[N:32][N:33]=3)=[CH:25][CH:24]=2)=[O:21])=[O:17])[CH2:14][CH2:15]1. (6) Given the reactants [O:1]1[CH2:4][CH2:3][C@@H:2]1[CH2:5][CH2:6][OH:7].[S:8](Cl)([C:11]1[CH:17]=[CH:16][C:14]([CH3:15])=[CH:13][CH:12]=1)(=[O:10])=[O:9], predict the reaction product. The product is: [CH3:15][C:14]1[CH:16]=[CH:17][C:11]([S:8]([O:7][CH2:6][CH2:5][C@H:2]2[CH2:3][CH2:4][O:1]2)(=[O:10])=[O:9])=[CH:12][CH:13]=1.